This data is from Peptide-MHC class II binding affinity with 134,281 pairs from IEDB. The task is: Regression. Given a peptide amino acid sequence and an MHC pseudo amino acid sequence, predict their binding affinity value. This is MHC class II binding data. (1) The peptide sequence is RVYQEPQVSPPQRAET. The MHC is DRB1_1302 with pseudo-sequence DRB1_1302. The binding affinity (normalized) is 0. (2) The peptide sequence is GELQFVDKIDAAFKI. The MHC is DRB1_1101 with pseudo-sequence DRB1_1101. The binding affinity (normalized) is 0.661. (3) The peptide sequence is AAPLSWSKDIYNYME. The MHC is DRB1_1201 with pseudo-sequence DRB1_1201. The binding affinity (normalized) is 0.292. (4) The peptide sequence is KCKYPEGTKVTFHVE. The MHC is HLA-DQA10101-DQB10501 with pseudo-sequence HLA-DQA10101-DQB10501. The binding affinity (normalized) is 0. (5) The peptide sequence is ITMLTNGQCQNITVV. The MHC is DRB1_0701 with pseudo-sequence DRB1_0701. The binding affinity (normalized) is 0.514. (6) The peptide sequence is FTVFEAAFNNAIKAG. The MHC is DRB1_1302 with pseudo-sequence DRB1_1302. The binding affinity (normalized) is 0.851. (7) The peptide sequence is NRIMADGGSIQNTNL. The MHC is DRB1_0401 with pseudo-sequence DRB1_0401. The binding affinity (normalized) is 0.441.